From a dataset of Reaction yield outcomes from USPTO patents with 853,638 reactions. Predict the reaction yield, written as a fraction of the theoretical maximum amount of product (1.0 means a 100% yield; for example, 0.34 means a 34% yield). The reactants are [NH2:1][C:2]1[CH:3]=[C:4]([CH:21]=[CH:22][C:23]=1[F:24])[O:5][C:6]1[CH:7]=[CH:8][C:9]2[N:10]([CH:12]=[C:13]([NH:15][C:16]([CH:18]3[CH2:20][CH2:19]3)=[O:17])[N:14]=2)[N:11]=1.[CH3:25][C:26]1[O:27][C:28]([CH3:34])=[C:29]([C:31](Cl)=[O:32])[N:30]=1.O. The catalyst is CN(C)C(=O)C. The product is [CH:18]1([C:16]([NH:15][C:13]2[N:14]=[C:9]3[CH:8]=[CH:7][C:6]([O:5][C:4]4[CH:21]=[CH:22][C:23]([F:24])=[C:2]([NH:1][C:31]([C:29]5[N:30]=[C:26]([CH3:25])[O:27][C:28]=5[CH3:34])=[O:32])[CH:3]=4)=[N:11][N:10]3[CH:12]=2)=[O:17])[CH2:20][CH2:19]1. The yield is 0.720.